Task: Predict which catalyst facilitates the given reaction.. Dataset: Catalyst prediction with 721,799 reactions and 888 catalyst types from USPTO (1) Reactant: [CH3:1][O:2][C:3]1[C:12]([C:13]2[O:17][C:16]([C@@H:18]([NH:28]C(=O)OCC3C=CC=CC=3)[CH2:19][CH2:20][CH2:21][CH2:22][CH2:23][C:24]([NH:26][CH3:27])=[O:25])=[N:15][CH:14]=2)=[CH:11][C:10]2[C:5](=[CH:6][CH:7]=[CH:8][CH:9]=2)[N:4]=1. Product: [NH2:28][C@H:18]([C:16]1[O:17][C:13]([C:12]2[C:3]([O:2][CH3:1])=[N:4][C:5]3[C:10]([CH:11]=2)=[CH:9][CH:8]=[CH:7][CH:6]=3)=[CH:14][N:15]=1)[CH2:19][CH2:20][CH2:21][CH2:22][CH2:23][C:24]([NH:26][CH3:27])=[O:25]. The catalyst class is: 582. (2) Reactant: C(N(C(C)C)CC)(C)C.CCCP1(OP(CCC)(=O)OP(CCC)(=O)O1)=O.[Cl:28][C:29]1[CH:34]=[CH:33][C:32]([C:35]2[N:36]=[C:37]3[CH:42]=[CH:41][C:40]([C:43]([O-:45])=O)=[CH:39][N:38]3[C:46]=2[CH2:47][OH:48])=[CH:31][CH:30]=1.[Na+].Cl.[NH:51]1[CH2:55][CH2:54][C@@H:53]([OH:56])[CH2:52]1. Product: [Cl:28][C:29]1[CH:30]=[CH:31][C:32]([C:35]2[N:36]=[C:37]3[CH:42]=[CH:41][C:40]([C:43]([N:51]4[CH2:55][CH2:54][C@@H:53]([OH:56])[CH2:52]4)=[O:45])=[CH:39][N:38]3[C:46]=2[CH2:47][OH:48])=[CH:33][CH:34]=1. The catalyst class is: 656. (3) Reactant: [Cl:1][C:2]1[CH:3]=[C:4]2[C:8](=[C:9]([F:11])[CH:10]=1)[N:7]([CH2:12][CH2:13][S:14]([CH3:17])(=[O:16])=[O:15])[C:6]([CH2:18]Cl)=[CH:5]2.[CH3:20][S:21]([C:24]1[C:32]2[C:27](=[CH:28][N:29]=[CH:30][CH:31]=2)[NH:26][N:25]=1)(=[O:23])=[O:22].C([O-])([O-])=O.[K+].[K+]. Product: [Cl:1][C:2]1[CH:3]=[C:4]2[C:8](=[C:9]([F:11])[CH:10]=1)[N:7]([CH2:12][CH2:13][S:14]([CH3:17])(=[O:16])=[O:15])[C:6]([CH2:18][N:26]1[C:27]3=[CH:28][N:29]=[CH:30][CH:31]=[C:32]3[C:24]([S:21]([CH3:20])(=[O:22])=[O:23])=[N:25]1)=[CH:5]2. The catalyst class is: 3. (4) Reactant: [Cl:1][C:2]1[C:11]([N+:12]([O-:14])=[O:13])=[C:10](Cl)[C:9]2[C:4](=[CH:5][CH:6]=[CH:7][CH:8]=2)[N:3]=1.C(N(CC)CC)C.[NH2:23][CH2:24][C:25]([CH3:28])([OH:27])[CH3:26]. Product: [Cl:1][C:2]1[C:11]([N+:12]([O-:14])=[O:13])=[C:10]([NH:23][CH2:24][C:25]([CH3:28])([OH:27])[CH3:26])[C:9]2[C:4](=[CH:5][CH:6]=[CH:7][CH:8]=2)[N:3]=1. The catalyst class is: 39. (5) Reactant: [C:1]([C:9]1[CH:10]=[C:11]2[C:16](=[C:17]([O:19]CC3C=CC=CC=3)[CH:18]=1)[N:15]=[CH:14][NH:13][C:12]2=[O:27])(=[O:8])[C:2]1[CH:7]=[CH:6][CH:5]=[CH:4][CH:3]=1.B(Br)(Br)Br. Product: [C:1]([C:9]1[CH:10]=[C:11]2[C:16](=[C:17]([OH:19])[CH:18]=1)[N:15]=[CH:14][NH:13][C:12]2=[O:27])(=[O:8])[C:2]1[CH:3]=[CH:4][CH:5]=[CH:6][CH:7]=1. The catalyst class is: 4. (6) Reactant: CS(O[CH:6]1[CH2:9][C:8]2([CH2:14][CH2:13][N:12]([C:15]3[CH:20]=[CH:19][C:18]([C:21]4[CH:26]=[CH:25][C:24]([F:27])=[CH:23][CH:22]=4)=[CH:17][N:16]=3)[CH2:11][CH2:10]2)[CH2:7]1)(=O)=O.[N-:28]=[N+:29]=[N-:30].[Na+]. Product: [N:28]([CH:6]1[CH2:9][C:8]2([CH2:14][CH2:13][N:12]([C:15]3[CH:20]=[CH:19][C:18]([C:21]4[CH:26]=[CH:25][C:24]([F:27])=[CH:23][CH:22]=4)=[CH:17][N:16]=3)[CH2:11][CH2:10]2)[CH2:7]1)=[N+:29]=[N-:30]. The catalyst class is: 9. (7) Reactant: C(OC(=O)[N:7]([S:34]([NH2:37])(=[O:36])=[O:35])[CH2:8][C@@H:9]1[CH2:13][C@@H:12]([N:14]2[C:18]3[N:19]=[CH:20][N:21]=[C:22]([NH:23][C@@H:24]4[C:32]5[C:27](=[CH:28][CH:29]=[CH:30][CH:31]=5)[CH2:26][CH2:25]4)[C:17]=3[CH:16]=[CH:15]2)[CH2:11][C@@H:10]1[OH:33])(C)(C)C.FC(F)(F)C(O)=O. Product: [C@@H:24]1([NH:23][C:22]2[C:17]3[CH:16]=[CH:15][N:14]([C@@H:12]4[CH2:13][C@@H:9]([CH2:8][NH:7][S:34]([NH2:37])(=[O:36])=[O:35])[C@@H:10]([OH:33])[CH2:11]4)[C:18]=3[N:19]=[CH:20][N:21]=2)[C:32]2[C:27](=[CH:28][CH:29]=[CH:30][CH:31]=2)[CH2:26][CH2:25]1. The catalyst class is: 390. (8) Reactant: [Cl-].[Mg+2].[Cl-].C(C(C([O-])=O)C([O-])=O)C.[K+].[K+].[Br:15][C:16]1[C:17]([O:27][CH3:28])=[CH:18][C:19]([O:25][CH3:26])=[C:20]([CH:24]=1)[C:21](Cl)=[O:22].Cl.[C:30]([O:33][CH2:34][CH3:35])(=[O:32])[CH3:31]. Product: [Br:15][C:16]1[C:17]([O:27][CH3:28])=[CH:18][C:19]([O:25][CH3:26])=[C:20]([C:21](=[O:22])[CH2:31][C:30]([O:33][CH2:34][CH3:35])=[O:32])[CH:24]=1. The catalyst class is: 571.